From a dataset of Experimentally validated miRNA-target interactions with 360,000+ pairs, plus equal number of negative samples. Binary Classification. Given a miRNA mature sequence and a target amino acid sequence, predict their likelihood of interaction. (1) The protein sequence of the target gene is MCGRTSCHLPRDVLTRACAYQDRRGQQRLPEWRDPDKYCPSYNKSPQSNSPVLLSRLHFEKDADSSERIIAPMRWGLVPSWFKESDPSKLQFNTTNCRSDTVMEKRSFKVPLGKGRRCVVLADGFYEWQRCQGTNQRQPYFIYFPQIKTEKSGSIGAADSPENWEKVWDNWRLLTMAGIFDCWEPPEGGDVLYSYTIITVDSCKGLSDIHHRMPAILDGEEAVSKWLDFGEVSTQEALKLIHPTENITFHAVSSVVNNSRNNTPECLAPVDLVVKKELRASGSSQRMLQWLATKSPKKED.... Result: 1 (interaction). The miRNA is hsa-miR-877-3p with sequence UCCUCUUCUCCCUCCUCCCAG. (2) The protein sequence of the target gene is MGPPSACPHRECIPWQGLLLTASLLTFWNAPTTAWLFIASAPFEVAEGENVHLSVVYLPENLYSYGWYKGKTVEPNQLIAAYVIDTHVRTPGPAYSGRETISPSGDLHFQNVTLEDTGYYTLQVTYRNSQIEQASHHLRVYESVAQPSIQASSTTVTEKGSVVLTCHTNNTGTSFQWIFNNQRLQVTKRMKLSWFNHMLTIDPIRQEDAGEYQCEVSNPVSSNRSDPLKLTVKSDDNTLGILIGVLVGSLLVAALVCFLLLRKTGRASDQSDFREQQPPASTPGHGPSDSSIS. Result: 0 (no interaction). The miRNA is hsa-miR-148a-5p with sequence AAAGUUCUGAGACACUCCGACU.